From a dataset of Reaction yield outcomes from USPTO patents with 853,638 reactions. Predict the reaction yield, written as a fraction of the theoretical maximum amount of product (1.0 means a 100% yield; for example, 0.34 means a 34% yield). The reactants are [F:1][C:2]1[C:3]([N:15]=CN(C)C)=[N:4][C:5](=[O:14])[N:6]([CH:8]2[CH2:12][CH2:11][CH:10]([OH:13])[CH2:9]2)[CH:7]=1.[CH:20]1[CH:25]=[CH:24][C:23]([C:26]2[CH:31]=[CH:30][C:29]([N:32]=[C:33]=[O:34])=[CH:28][CH:27]=2)=[CH:22][CH:21]=1. The catalyst is C(Cl)Cl.CN(C)C=O. The product is [NH2:15][C:3]1[C:2]([F:1])=[CH:7][N:6]([CH:8]2[CH2:12][CH2:11][CH:10]([O:13][C:33](=[O:34])[NH:32][C:29]3[CH:28]=[CH:27][C:26]([C:23]4[CH:24]=[CH:25][CH:20]=[CH:21][CH:22]=4)=[CH:31][CH:30]=3)[CH2:9]2)[C:5](=[O:14])[N:4]=1. The yield is 0.380.